This data is from Forward reaction prediction with 1.9M reactions from USPTO patents (1976-2016). The task is: Predict the product of the given reaction. (1) Given the reactants Br[C:2]1[C:7]([CH3:8])=[CH:6][C:5]([O:9][CH2:10][CH2:11][O:12][CH2:13][CH3:14])=[CH:4][C:3]=1[CH3:15].CCCCCC.C([Li])CCC.[B:27](OC(C)C)([O:32]C(C)C)[O:28]C(C)C.Cl, predict the reaction product. The product is: [CH2:13]([O:12][CH2:11][CH2:10][O:9][C:5]1[CH:6]=[C:7]([CH3:8])[C:2]([B:27]([OH:32])[OH:28])=[C:3]([CH3:15])[CH:4]=1)[CH3:14]. (2) Given the reactants [Cl:1][C:2]1[CH:7]=[CH:6][C:5]([C:8]2[CH:13]=[C:12]([C:14]([F:17])([F:16])[F:15])[N:11]=[C:10]([C:18]([NH:20][OH:21])=[NH:19])[N:9]=2)=[CH:4][CH:3]=1.[NH2:22][C:23]1[CH:31]=[CH:30][C:26]([C:27](O)=O)=[CH:25][N:24]=1, predict the reaction product. The product is: [Cl:1][C:2]1[CH:7]=[CH:6][C:5]([C:8]2[CH:13]=[C:12]([C:14]([F:15])([F:16])[F:17])[N:11]=[C:10]([C:18]3[N:19]=[C:27]([C:26]4[CH:30]=[CH:31][C:23]([NH2:22])=[N:24][CH:25]=4)[O:21][N:20]=3)[N:9]=2)=[CH:4][CH:3]=1. (3) Given the reactants [OH:1][C:2]1[CH:23]=[CH:22][C:5]([O:6][CH2:7][CH2:8][N:9]2[CH2:14][CH2:13][C:12]([C:16]3[CH:21]=[CH:20][CH:19]=[CH:18][CH:17]=3)([OH:15])[CH2:11][CH2:10]2)=[CH:4][CH:3]=1.BrCCOC1C=C[C:31]([OH:34])=CC=1.OC1(C2C=CC=CC=2)C[CH2:40][NH:39][CH2:38]C1.CCN(C(C)C)C(C)C, predict the reaction product. The product is: [OH:15][C:12]1([C:16]2[CH:17]=[CH:18][CH:19]=[CH:20][CH:21]=2)[CH2:11][CH2:10][N:9]([CH2:8][CH2:7][O:6][C:5]2[CH:4]=[CH:3][C:2]([O:1][C:31](=[O:34])[N:39]([CH3:40])[CH3:38])=[CH:23][CH:22]=2)[CH2:14][CH2:13]1. (4) Given the reactants [OH:1][C:2]1[CH:3]=[C:4]2[C:9](=[CH:10][CH:11]=1)[O:8][CH:7]([C:12]([F:15])([F:14])[F:13])[C:6]([C:16]([O:18][CH2:19][CH3:20])=[O:17])=[CH:5]2.[Br:21][C:22]1[CH:27]=[CH:26][C:25]([C:28](=[O:31])[CH2:29]Br)=[CH:24][CH:23]=1.C(=O)([O-])[O-].[K+].[K+], predict the reaction product. The product is: [Br:21][C:22]1[CH:27]=[CH:26][C:25]([C:28](=[O:31])[CH2:29][O:1][C:2]2[CH:3]=[C:4]3[C:9](=[CH:10][CH:11]=2)[O:8][CH:7]([C:12]([F:15])([F:13])[F:14])[C:6]([C:16]([O:18][CH2:19][CH3:20])=[O:17])=[CH:5]3)=[CH:24][CH:23]=1. (5) Given the reactants [F:1][C:2]1[CH:11]=[C:10]2[C:5]([CH:6]=[C:7]([C@@H:19]([N:21]3C(=O)C4C(=CC=CC=4)C3=O)[CH3:20])[C:8]([C:12]3[CH:17]=[CH:16][CH:15]=[C:14]([F:18])[CH:13]=3)=[N:9]2)=[CH:4][CH:3]=1.NN, predict the reaction product. The product is: [F:1][C:2]1[CH:11]=[C:10]2[C:5]([CH:6]=[C:7]([C@@H:19]([NH2:21])[CH3:20])[C:8]([C:12]3[CH:17]=[CH:16][CH:15]=[C:14]([F:18])[CH:13]=3)=[N:9]2)=[CH:4][CH:3]=1.